From a dataset of Experimentally validated miRNA-target interactions with 360,000+ pairs, plus equal number of negative samples. Binary Classification. Given a miRNA mature sequence and a target amino acid sequence, predict their likelihood of interaction. The miRNA is hsa-miR-6739-5p with sequence UGGGAAAGAGAAAGAACAAGUA. The protein sequence of the target gene is MSASLDTGDFQEFLKHGLTAIASAPGSETRHSPKREEQLREKRAGLPDRHRRPIPARSRLVMLPKVETEAPGLVRSHGEQGQMPENMQVSQFKMVNYSYDEDLEELCPVCGDKVSGYHYGLLTCESCKGFFKRTVQNQKRYTCIENQNCQIDKTQRKRCPYCRFKKCIDVGMKLEAVRADRMRGGRNKFGPMYKRDRALKQQKKALIRANGLKLEAMSQVIQAMPSDLTSAIQNIHSASKGLPLSHVALPPTDYDRSPFVTSPISMTMPPHSSLHGYQPYGHFPSRAIKSEYPDPYSSSP.... Result: 0 (no interaction).